Dataset: HIV replication inhibition screening data with 41,000+ compounds from the AIDS Antiviral Screen. Task: Binary Classification. Given a drug SMILES string, predict its activity (active/inactive) in a high-throughput screening assay against a specified biological target. The compound is COc1ccc2nc(NC(=O)C(=O)CC(=O)c3ccc(Cl)cc3)sc2c1. The result is 0 (inactive).